Dataset: Forward reaction prediction with 1.9M reactions from USPTO patents (1976-2016). Task: Predict the product of the given reaction. Given the reactants [CH3:1][N:2]([CH3:22])[C:3]([C@@H:5]1[CH2:13][C:12]2[C:7](=[CH:8][CH:9]=[CH:10][CH:11]=2)[C@@H:6]1[NH:14]C(=O)OC(C)(C)C)=[O:4].C(O)C, predict the reaction product. The product is: [NH2:14][C@H:6]1[C:7]2[C:12](=[CH:11][CH:10]=[CH:9][CH:8]=2)[CH2:13][C@H:5]1[C:3]([N:2]([CH3:22])[CH3:1])=[O:4].